This data is from Forward reaction prediction with 1.9M reactions from USPTO patents (1976-2016). The task is: Predict the product of the given reaction. (1) Given the reactants [NH2:1][C:2]1[CH:3]=[CH:4][C:5]([F:29])=[C:6]([C@:8]2([CH3:28])[CH2:13][N:12]3[C:14]([CH:17]([F:19])[F:18])=[CH:15][N:16]=[C:11]3[C:10]([NH:20][C:21](=[O:27])[O:22][C:23]([CH3:26])([CH3:25])[CH3:24])=[N:9]2)[CH:7]=1.[C:30]([C:32]1[CH:33]=[CH:34][C:35]([C:38](O)=[O:39])=[N:36][CH:37]=1)#[N:31], predict the reaction product. The product is: [C:30]([C:32]1[CH:33]=[CH:34][C:35]([C:38]([NH:1][C:2]2[CH:3]=[CH:4][C:5]([F:29])=[C:6]([C@:8]3([CH3:28])[CH2:13][N:12]4[C:14]([CH:17]([F:19])[F:18])=[CH:15][N:16]=[C:11]4[C:10]([NH:20][C:21](=[O:27])[O:22][C:23]([CH3:24])([CH3:25])[CH3:26])=[N:9]3)[CH:7]=2)=[O:39])=[N:36][CH:37]=1)#[N:31]. (2) Given the reactants [NH2:1][C:2]1[CH:7]=[C:6]([N:8]2[CH2:12][CH2:11][C@:10]([CH:15]3[CH2:17][CH2:16]3)([C:13]#[N:14])[C:9]2=[O:18])[CH:5]=[CH:4][N:3]=1.Br[C:20]1[N:25]=[CH:24][C:23]([C:26]([N:28]2[CH2:33][CH2:32][C:31]([OH:38])([C:34]([F:37])([F:36])[F:35])[CH2:30][CH2:29]2)=[O:27])=[CH:22][CH:21]=1.C(=O)([O-])[O-].[K+].[K+].C1(P(C2CCCCC2)C2C(OC)=CC=C(OC)C=2C2C(C(C)C)=CC(C(C)C)=CC=2C(C)C)CCCCC1.C(=O)([O-])O.[Na+], predict the reaction product. The product is: [CH:15]1([C@:10]2([C:13]#[N:14])[CH2:11][CH2:12][N:8]([C:6]3[CH:5]=[CH:4][N:3]=[C:2]([NH:1][C:20]4[CH:21]=[CH:22][C:23]([C:26]([N:28]5[CH2:29][CH2:30][C:31]([OH:38])([C:34]([F:36])([F:37])[F:35])[CH2:32][CH2:33]5)=[O:27])=[CH:24][N:25]=4)[CH:7]=3)[C:9]2=[O:18])[CH2:17][CH2:16]1. (3) Given the reactants [Cl:1][C:2]1[CH:11]=[CH:10][C:5]([C:6](=O)[CH2:7]Br)=[CH:4][CH:3]=1.[C:12]([NH2:17])(=[O:16])[CH2:13][CH2:14][CH3:15], predict the reaction product. The product is: [Cl:1][C:2]1[CH:11]=[CH:10][C:5]([C:6]2[N:17]=[C:12]([CH2:13][CH2:14][CH3:15])[O:16][CH:7]=2)=[CH:4][CH:3]=1.